Dataset: Peptide-MHC class I binding affinity with 185,985 pairs from IEDB/IMGT. Task: Regression. Given a peptide amino acid sequence and an MHC pseudo amino acid sequence, predict their binding affinity value. This is MHC class I binding data. The peptide sequence is VFAYVGCYNK. The MHC is HLA-A31:01 with pseudo-sequence HLA-A31:01. The binding affinity (normalized) is 0.518.